This data is from Catalyst prediction with 721,799 reactions and 888 catalyst types from USPTO. The task is: Predict which catalyst facilitates the given reaction. (1) Reactant: [CH:1]1[C:6]2[C:7]3[O:8][C:9]4[C:14]([C:15]=3[NH:16][C:17](=[O:18])[C:5]=2[CH:4]=[CH:3][CH:2]=1)=[CH:13][CH:12]=[CH:11][CH:10]=4.[C:19](OC(=O)C)(=[O:21])[CH3:20]. Product: [CH:1]1[C:6]2=[C:7]3[C:15](=[N:16][C:17]([O:18][C:19](=[O:21])[CH3:20])=[C:5]2[CH:4]=[CH:3][CH:2]=1)[C:14]1[C:9](=[CH:10][CH:11]=[CH:12][CH:13]=1)[O:8]3. The catalyst class is: 17. (2) Reactant: [F:1][C:2]1[C:7]([S:8]([CH3:11])(=[O:10])=[O:9])=[CH:6][CH:5]=[CH:4][C:3]=1[CH:12]1[CH2:17][CH2:16][NH:15][CH2:14][CH2:13]1.C(=O)([O-])[O-].[K+].[K+].Br[CH2:25][CH:26]([CH3:28])[CH3:27]. Product: [F:1][C:2]1[C:7]([S:8]([CH3:11])(=[O:10])=[O:9])=[CH:6][CH:5]=[CH:4][C:3]=1[CH:12]1[CH2:17][CH2:16][N:15]([CH2:25][CH:26]([CH3:28])[CH3:27])[CH2:14][CH2:13]1. The catalyst class is: 10.